From a dataset of Full USPTO retrosynthesis dataset with 1.9M reactions from patents (1976-2016). Predict the reactants needed to synthesize the given product. (1) Given the product [C:2]([O:71][C:65]1[CH:66]=[CH:67][C:62]([C:58]([CH3:61])([CH3:60])[CH3:59])=[CH:63][CH:64]=1)([CH3:7])([CH3:3])[CH3:1], predict the reactants needed to synthesize it. The reactants are: [CH3:1][C:2]1[CH:7]=CC(P([C:3]2C=CC3[C:7](=CC=CC=3)[C:2]=2[C:1]2C3C(=CC=CC=3)C=CC=2P(C2C=[CH:7][C:2]([CH3:1])=[CH:3]C=2)C2C=[CH:7][C:2]([CH3:1])=[CH:3]C=2)C2C=[CH:7][C:2]([CH3:1])=[CH:3]C=2)=C[CH:3]=1.C1(C)C=CC=CC=1.[C:58]([C:62]1[CH:67]=[CH:66][C:65](Br)=[CH:64][CH:63]=1)([CH3:61])([CH3:60])[CH3:59].C([O:71]CC)C. (2) Given the product [F:1][C:2]1[CH:3]=[CH:4][C:5]([C:8]2([C:16]([O:18][CH3:20])=[O:17])[CH2:9][C:10](=[O:14])[CH2:11]2)=[CH:6][CH:7]=1, predict the reactants needed to synthesize it. The reactants are: [F:1][C:2]1[CH:7]=[CH:6][C:5]([C:8]2([C:16]([OH:18])=[O:17])[CH2:11][C:10]([O:14]C)(OC)[CH2:9]2)=[CH:4][CH:3]=1.Cl.[CH3:20]O. (3) Given the product [CH3:25][N:8]([C:3]1[CH:4]=[N:5][CH:6]=[CH:7][C:2]=1[C:29]1[CH:30]=[CH:31][CH:32]=[CH:33][C:28]=1[C:27]([F:38])([F:37])[F:26])[C:9](=[O:24])[C:10]1[CH:15]=[C:14]([C:16]([F:19])([F:18])[F:17])[CH:13]=[C:12]([C:20]([F:23])([F:22])[F:21])[CH:11]=1, predict the reactants needed to synthesize it. The reactants are: Br[C:2]1[CH:7]=[CH:6][N:5]=[CH:4][C:3]=1[N:8]([CH3:25])[C:9](=[O:24])[C:10]1[CH:15]=[C:14]([C:16]([F:19])([F:18])[F:17])[CH:13]=[C:12]([C:20]([F:23])([F:22])[F:21])[CH:11]=1.[F:26][C:27]([F:38])([F:37])[C:28]1[CH:33]=[CH:32][CH:31]=[CH:30][C:29]=1B(O)O. (4) Given the product [F:27][C:23]1[CH:22]=[C:21]([CH:13]([C:14]2[CH:19]=[CH:18][CH:17]=[C:16]([F:20])[CH:15]=2)[O:12][C:5]2[CH:4]=[CH:3][C:2]([NH:1][C:39]([NH:38][C:32]3[CH:33]=[CH:34][C:35]([O:36][CH3:37])=[C:30]([O:29][CH3:28])[CH:31]=3)=[O:40])=[CH:11][C:6]=2[C:7]([O:9][CH3:10])=[O:8])[CH:26]=[CH:25][CH:24]=1, predict the reactants needed to synthesize it. The reactants are: [NH2:1][C:2]1[CH:3]=[CH:4][C:5]([O:12][CH:13]([C:21]2[CH:26]=[CH:25][CH:24]=[C:23]([F:27])[CH:22]=2)[C:14]2[CH:19]=[CH:18][CH:17]=[C:16]([F:20])[CH:15]=2)=[C:6]([CH:11]=1)[C:7]([O:9][CH3:10])=[O:8].[CH3:28][O:29][C:30]1[CH:31]=[C:32]([N:38]=[C:39]=[O:40])[CH:33]=[CH:34][C:35]=1[O:36][CH3:37]. (5) Given the product [ClH:33].[F:1][C:2]1[C:28]([C:29]([F:31])([F:30])[F:32])=[CH:27][CH:26]=[CH:25][C:3]=1[C:4]([N:6]1[CH2:11][CH2:10][N:9]([CH2:12][C:13]2[N:18]=[C:17]([NH:19][C:20]3[CH:24]=[CH:23][NH:22][N:21]=3)[CH:16]=[N:15][CH:14]=2)[CH2:8][CH2:7]1)=[O:5], predict the reactants needed to synthesize it. The reactants are: [F:1][C:2]1[C:28]([C:29]([F:32])([F:31])[F:30])=[CH:27][CH:26]=[CH:25][C:3]=1[C:4]([N:6]1[CH2:11][CH2:10][N:9]([CH2:12][C:13]2[N:18]=[C:17]([NH:19][C:20]3[CH:24]=[CH:23][NH:22][N:21]=3)[CH:16]=[N:15][CH:14]=2)[CH2:8][CH2:7]1)=[O:5].[ClH:33]. (6) Given the product [O:55]1[C:56]2[CH:62]=[CH:61][CH:60]=[CH:59][C:57]=2[CH:58]=[C:54]1[C:52]1[N:53]=[C:49]([N:41]([CH2:40][CH2:39][CH2:38][NH:37][C:9](=[O:11])[CH2:8][CH2:7][N:1]2[CH2:2][CH2:3][CH2:4][CH2:5][CH2:6]2)[C:42]([C:44]2[S:45][CH:46]=[CH:47][CH:48]=2)=[O:43])[S:50][CH:51]=1, predict the reactants needed to synthesize it. The reactants are: [N:1]1([CH2:7][CH2:8][C:9]([OH:11])=O)[CH2:6][CH2:5][CH2:4][CH2:3][CH2:2]1.Cl([O-])(=O)(=O)=O.CN([P+](N(C)C)(N(C)C)Cl)C.C(N(CC)C(C)C)(C)C.[NH2:37][CH2:38][CH2:39][CH2:40][N:41]([C:49]1[S:50][CH:51]=[C:52]([C:54]2[O:55][C:56]3[CH:62]=[CH:61][CH:60]=[CH:59][C:57]=3[CH:58]=2)[N:53]=1)[C:42]([C:44]1[S:45][CH:46]=[CH:47][CH:48]=1)=[O:43]. (7) Given the product [CH3:20][C@H:16]1[CH2:15][NH:14][C@H:17]([CH3:18])[CH2:27][N:28]1[C:2]1[CH:3]=[C:4]([C:10]#[N:11])[C:5](=[CH:8][CH:9]=1)[C:6]#[N:7], predict the reactants needed to synthesize it. The reactants are: O[C:2]1[CH:3]=[C:4]([C:10]#[N:11])[C:5](=[CH:8][CH:9]=1)[C:6]#[N:7].C([N:14]([CH2:17][CH3:18])[CH2:15][CH3:16])C.F[C:20](F)(F)S(O)(=O)=O.[CH3:27][N:28](C=O)C. (8) Given the product [OH:8][C:9]1[CH:14]=[CH:13][C:12]([C:15]2[CH:20]=[CH:19][C:18]([B:21]([OH:23])[OH:22])=[C:17]([F:24])[C:16]=2[F:25])=[CH:11][CH:10]=1, predict the reactants needed to synthesize it. The reactants are: C([O:8][C:9]1[CH:14]=[CH:13][C:12]([C:15]2[CH:20]=[CH:19][C:18]([B:21]([OH:23])[OH:22])=[C:17]([F:24])[C:16]=2[F:25])=[CH:11][CH:10]=1)C1C=CC=CC=1.